From a dataset of Full USPTO retrosynthesis dataset with 1.9M reactions from patents (1976-2016). Predict the reactants needed to synthesize the given product. (1) The reactants are: [Cl:1][C:2]1[CH:18]=[CH:17][C:5]2[CH2:6][CH2:7][N:8]([C:11](=[O:16])[C:12]([F:15])([F:14])[F:13])[CH2:9][CH2:10][C:4]=2[C:3]=1OS(C(F)(F)F)(=O)=O.[NH2:27][CH2:28][C:29]1[CH:45]=[CH:44][C:32]([C:33]([NH:35][CH2:36][CH2:37][C:38]2[CH:43]=[CH:42][CH:41]=[CH:40][N:39]=2)=[O:34])=[CH:31][CH:30]=1.C1C=CC(P(C2C(C3C(P(C4C=CC=CC=4)C4C=CC=CC=4)=CC=C4C=3C=CC=C4)=C3C(C=CC=C3)=CC=2)C2C=CC=CC=2)=CC=1.C(=O)([O-])[O-].[Cs+].[Cs+]. Given the product [Cl:1][C:2]1[CH:18]=[CH:17][C:5]2[CH2:6][CH2:7][N:8]([C:11](=[O:16])[C:12]([F:15])([F:14])[F:13])[CH2:9][CH2:10][C:4]=2[C:3]=1[NH:27][CH2:28][C:29]1[CH:45]=[CH:44][C:32]([C:33](=[O:34])[NH:35][CH2:36][CH2:37][C:38]2[CH:43]=[CH:42][CH:41]=[CH:40][N:39]=2)=[CH:31][CH:30]=1, predict the reactants needed to synthesize it. (2) Given the product [CH:25]1([C:31]2[O:32][C:33]([CH3:49])=[C:34]([CH2:36][CH2:37][O:13][C:10]3[CH:11]=[CH:12][C:7]([CH2:6][C:5]([O:15][C:16]4[CH:21]=[CH:20][CH:19]=[CH:18][C:17]=4[O:22][CH3:23])([CH3:14])[C:4]([OH:3])=[O:24])=[CH:8][CH:9]=3)[N:35]=2)[CH2:26][CH2:27][CH2:28][CH2:29][CH2:30]1, predict the reactants needed to synthesize it. The reactants are: C([O:3][C:4](=[O:24])[C:5]([O:15][C:16]1[CH:21]=[CH:20][CH:19]=[CH:18][C:17]=1[O:22][CH3:23])([CH3:14])[CH2:6][C:7]1[CH:12]=[CH:11][C:10]([OH:13])=[CH:9][CH:8]=1)C.[CH:25]1([C:31]2[O:32][C:33]([CH3:49])=[C:34]([CH2:36][CH2:37]OS(C3C=CC(C)=CC=3)(=O)=O)[N:35]=2)[CH2:30][CH2:29][CH2:28][CH2:27][CH2:26]1. (3) Given the product [O:20]1[CH2:21][CH2:22][N:17]([CH2:16][CH2:15][C:5]2[N:6]=[CH:7][C:8]3[CH:13]=[CH:12][S:11][C:9]=3[N:10]=2)[CH2:18][CH2:19]1, predict the reactants needed to synthesize it. The reactants are: CS([C:5]1[N:6]=[CH:7][C:8]2[CH:13]=[CH:12][S:11][C:9]=2[N:10]=1)(=O)=O.N[CH2:15][CH2:16][N:17]1[CH2:22][CH2:21][O:20][CH2:19][CH2:18]1.CN1CCCC1=O. (4) Given the product [F:19][C:5]1[C:6]([NH:8][C@@H:9]2[CH2:14][CH2:13][CH2:12][N:11]([C:15](=[O:18])[CH:16]=[CH2:17])[CH2:10]2)=[N:7][C:2]([NH:42][C:38]2[CH:39]=[C:40]3[C:35](=[CH:36][CH:37]=2)[CH2:34][N:33]([C:30]2[CH:31]=[CH:32][C:27]([F:26])=[CH:28][CH:29]=2)[CH2:41]3)=[N:3][CH:4]=1, predict the reactants needed to synthesize it. The reactants are: Cl[C:2]1[N:7]=[C:6]([NH:8][C@@H:9]2[CH2:14][CH2:13][CH2:12][N:11]([C:15](=[O:18])[CH:16]=[CH2:17])[CH2:10]2)[C:5]([F:19])=[CH:4][N:3]=1.C([O-])([O-])=O.[Cs+].[Cs+].[F:26][C:27]1[CH:32]=[CH:31][C:30]([N:33]2[CH2:41][C:40]3[C:35](=[CH:36][CH:37]=[C:38]([N+:42]([O-])=O)[CH:39]=3)[CH2:34]2)=[CH:29][CH:28]=1.CN(C1C(C2C(P(C3CCCCC3)C3CCCCC3)=CC=CC=2)=CC=CC=1)C. (5) The reactants are: I[C:2]1[N:6]2[CH:7]=[C:8]([C:11]3[CH:16]=[CH:15][C:14]([C:17]([N:19]4[CH2:24][CH2:23][O:22][CH2:21][CH2:20]4)=[O:18])=[CH:13][CH:12]=3)[CH:9]=[CH:10][C:5]2=[N:4][CH:3]=1.C(N(C(C)C)CC)(C)C.[C:34]([C:36]1[CH:44]=[CH:43][C:39]2[NH:40][CH:41]=[N:42][C:38]=2[CH:37]=1)#[CH:35]. Given the product [NH:40]1[C:39]2[CH:43]=[CH:44][C:36]([C:34]#[C:35][C:2]3[N:6]4[CH:7]=[C:8]([C:11]5[CH:12]=[CH:13][C:14]([C:17]([N:19]6[CH2:24][CH2:23][O:22][CH2:21][CH2:20]6)=[O:18])=[CH:15][CH:16]=5)[CH:9]=[CH:10][C:5]4=[N:4][CH:3]=3)=[CH:37][C:38]=2[N:42]=[CH:41]1, predict the reactants needed to synthesize it. (6) Given the product [S:9]1[C:5]2[CH:4]=[C:3]([OH:2])[CH:11]=[CH:10][C:6]=2[CH:7]=[N:8]1, predict the reactants needed to synthesize it. The reactants are: C[O:2][C:3]1[CH:11]=[CH:10][C:6]2[CH:7]=[N:8][S:9][C:5]=2[CH:4]=1.Br.